Task: Predict the reaction yield, written as a fraction of the theoretical maximum amount of product (1.0 means a 100% yield; for example, 0.34 means a 34% yield).. Dataset: Reaction yield outcomes from USPTO patents with 853,638 reactions (1) The reactants are [CH:1]([C@H:4]1[CH2:8][O:7][C:6](/[CH:9]=[C:10](\[CH3:27])/[CH2:11][CH2:12]/[CH:13]=[C:14](\[CH3:26])/[CH2:15][CH2:16]/[CH:17]=[C:18](\[CH3:25])/[CH2:19][CH2:20][CH:21]=[C:22]([CH3:24])[CH3:23])=[N:5]1)(C)C.C(C/C(/C)=C/CC/C(/C)=C/CC(Cl)=O)/C=C(/CCC=C(C)C)\C. No catalyst specified. The product is [CH3:1][C@H:4]1[CH2:8][O:7][C:6](/[CH:9]=[C:10](\[CH3:27])/[CH2:11][CH2:12]/[CH:13]=[C:14](\[CH3:26])/[CH2:15][CH2:16]/[CH:17]=[C:18](\[CH3:25])/[CH2:19][CH2:20][CH:21]=[C:22]([CH3:24])[CH3:23])=[N:5]1. The yield is 0.110. (2) The reactants are [NH2:1][C:2]1[CH:7]=[CH:6][CH:5]=[CH:4][C:3]=1/[CH:8]=[CH:9]/[C:10]([O:12][CH3:13])=[O:11].[F:14][C:15]([F:27])([F:26])[C:16]1[CH:17]=[C:18]([S:22](Cl)(=[O:24])=[O:23])[CH:19]=[CH:20][CH:21]=1. The catalyst is C(Cl)Cl. The product is [F:14][C:15]([F:27])([F:26])[C:16]1[CH:17]=[C:18]([S:22]([N:1]([C:2]2[CH:7]=[CH:6][CH:5]=[CH:4][C:3]=2/[CH:8]=[CH:9]/[C:10]([O:12][CH3:13])=[O:11])[S:22]([C:18]2[CH:19]=[CH:20][CH:21]=[C:16]([C:15]([F:14])([F:26])[F:27])[CH:17]=2)(=[O:24])=[O:23])(=[O:24])=[O:23])[CH:19]=[CH:20][CH:21]=1. The yield is 0.0500. (3) The reactants are [CH2:1]([O:8][C:9]1[CH:14]=[CH:13][C:12]([CH2:15][CH2:16][CH2:17][CH2:18][CH2:19][S:20](Cl)(=[O:22])=[O:21])=[CH:11][CH:10]=1)[C:2]1[CH:7]=[CH:6][CH:5]=[CH:4][CH:3]=1.[NH4+].[F-:25]. The catalyst is CC(C)=O. The product is [CH2:1]([O:8][C:9]1[CH:14]=[CH:13][C:12]([CH2:15][CH2:16][CH2:17][CH2:18][CH2:19][S:20]([F:25])(=[O:22])=[O:21])=[CH:11][CH:10]=1)[C:2]1[CH:7]=[CH:6][CH:5]=[CH:4][CH:3]=1. The yield is 0.910.